From a dataset of Catalyst prediction with 721,799 reactions and 888 catalyst types from USPTO. Predict which catalyst facilitates the given reaction. Reactant: [H-].[Na+].[CH:3]1[C:8]2[C:9]3[NH:10][C:11]4[C:16]([C:17]=3[CH2:18][CH2:19][S:20][C:7]=2[CH:6]=[CH:5][CH:4]=1)=[CH:15][CH:14]=[CH:13][CH:12]=4.Cl.Cl[CH2:23][CH2:24][N:25]1[CH2:30][CH2:29][CH2:28][CH2:27][CH2:26]1.O. The catalyst class is: 3. Product: [N:25]1([CH2:24][CH2:23][N:10]2[C:11]3[C:16](=[CH:15][CH:14]=[CH:13][CH:12]=3)[C:17]3[CH2:18][CH2:19][S:20][C:7]4[CH:6]=[CH:5][CH:4]=[CH:3][C:8]=4[C:9]2=3)[CH2:30][CH2:29][CH2:28][CH2:27][CH2:26]1.